The task is: Regression. Given a peptide amino acid sequence and an MHC pseudo amino acid sequence, predict their binding affinity value. This is MHC class I binding data.. This data is from Peptide-MHC class I binding affinity with 185,985 pairs from IEDB/IMGT. (1) The peptide sequence is EEPVALLPLS. The MHC is HLA-B44:03 with pseudo-sequence HLA-B44:03. The binding affinity (normalized) is 0.262. (2) The peptide sequence is FQYEHEQTF. The MHC is HLA-A02:01 with pseudo-sequence HLA-A02:01. The binding affinity (normalized) is 0.0847.